This data is from Catalyst prediction with 721,799 reactions and 888 catalyst types from USPTO. The task is: Predict which catalyst facilitates the given reaction. Reactant: [CH3:1][N:2]1[CH:6]=[C:5]([C:7]2[C:8]([C:39]([F:42])([F:41])[F:40])=[CH:9][C:10]3[N:15]([C:16]4[C:20]5[CH2:21][N:22](C(OC(C)(C)C)=O)[CH2:23][CH2:24][C:19]=5[N:18]([CH:32]5[CH2:37][CH2:36][O:35][CH2:34][CH2:33]5)[N:17]=4)[CH2:14][CH2:13][O:12][C:11]=3[CH:38]=2)[CH:4]=[N:3]1.FC(F)(F)C(O)=O. Product: [CH3:1][N:2]1[CH:6]=[C:5]([C:7]2[C:8]([C:39]([F:41])([F:40])[F:42])=[CH:9][C:10]3[N:15]([C:16]4[C:20]5[CH2:21][NH:22][CH2:23][CH2:24][C:19]=5[N:18]([CH:32]5[CH2:37][CH2:36][O:35][CH2:34][CH2:33]5)[N:17]=4)[CH2:14][CH2:13][O:12][C:11]=3[CH:38]=2)[CH:4]=[N:3]1. The catalyst class is: 2.